Dataset: Catalyst prediction with 721,799 reactions and 888 catalyst types from USPTO. Task: Predict which catalyst facilitates the given reaction. (1) Reactant: [C:1]([O:5][C:6]([N:8]1[C@H:12]([CH2:13][O:14][Si:15]([C:28]([CH3:31])([CH3:30])[CH3:29])([C:22]2[CH:27]=[CH:26][CH:25]=[CH:24][CH:23]=2)[C:16]2[CH:21]=[CH:20][CH:19]=[CH:18][CH:17]=2)[CH2:11][CH2:10][CH:9]1[OH:32])=[O:7])([CH3:4])([CH3:3])[CH3:2].[CH3:33]C1C=CC(S([O-])(=O)=O)=CC=1.C1C=C[NH+]=CC=1. Product: [C:1]([O:5][C:6]([N:8]1[C@H:12]([CH2:13][O:14][Si:15]([C:28]([CH3:31])([CH3:30])[CH3:29])([C:16]2[CH:21]=[CH:20][CH:19]=[CH:18][CH:17]=2)[C:22]2[CH:23]=[CH:24][CH:25]=[CH:26][CH:27]=2)[CH2:11][CH2:10][CH:9]1[O:32][CH3:33])=[O:7])([CH3:4])([CH3:2])[CH3:3]. The catalyst class is: 5. (2) Reactant: ClC1C=C(Cl)C=CC=1C[NH:10][CH:11]1[CH2:16][CH2:15][N:14]([C:17]([O:19][C:20]([CH3:23])([CH3:22])[CH3:21])=[O:18])[CH2:13][CH2:12]1.C(N(C(C)C)CC)(C)C.[CH3:33][O:34][C:35]1[CH:40]=[CH:39][C:38]([CH2:41][C:42](Cl)=[O:43])=[CH:37][CH:36]=1.O. Product: [C:20]([O:19][C:17]([N:14]1[CH2:15][CH2:16][CH:11]([NH:10][C:42](=[O:43])[CH2:41][C:38]2[CH:39]=[CH:40][C:35]([O:34][CH3:33])=[CH:36][CH:37]=2)[CH2:12][CH2:13]1)=[O:18])([CH3:23])([CH3:21])[CH3:22]. The catalyst class is: 4. (3) Reactant: S(Cl)([Cl:4])(=O)=O.[CH:6]([NH:9][C:10]([N:12]1[C:16]([CH3:17])=[CH:15][C:14]([O:18][C:19]2[CH:24]=[CH:23][C:22]([C:25]([F:28])([F:27])[F:26])=[CH:21][C:20]=2[N+:29]([O-:31])=[O:30])=[N:13]1)=[O:11])([CH3:8])[CH3:7]. Product: [CH:6]([NH:9][C:10]([N:12]1[C:16]([CH3:17])=[C:15]([Cl:4])[C:14]([O:18][C:19]2[CH:24]=[CH:23][C:22]([C:25]([F:28])([F:26])[F:27])=[CH:21][C:20]=2[N+:29]([O-:31])=[O:30])=[N:13]1)=[O:11])([CH3:8])[CH3:7]. The catalyst class is: 15.